Dataset: Forward reaction prediction with 1.9M reactions from USPTO patents (1976-2016). Task: Predict the product of the given reaction. (1) Given the reactants Cl[C:2]1[C:3]2[C:10]3[CH2:11][CH2:12][C:13]([O:18][CH3:19])([CH2:15][O:16][CH3:17])[CH2:14][C:9]=3[S:8][C:4]=2[N:5]=[CH:6][N:7]=1.[F:20][C:21]1[CH:29]=[C:28]2[C:24]([CH:25]=[N:26][NH:27]2)=[CH:23][C:22]=1[NH2:30], predict the reaction product. The product is: [F:20][C:21]1[CH:29]=[C:28]2[C:24]([CH:25]=[N:26][NH:27]2)=[CH:23][C:22]=1[NH:30][C:2]1[C:3]2[C:10]3[CH2:11][CH2:12][C:13]([O:18][CH3:19])([CH2:15][O:16][CH3:17])[CH2:14][C:9]=3[S:8][C:4]=2[N:5]=[CH:6][N:7]=1. (2) Given the reactants [Cl:1][C:2]1[CH:3]=[CH:4][C:5]([C:37]#[N:38])=[C:6]([C:8]2[C:13]([O:14][CH3:15])=[CH:12][N:11]([CH:16]([CH2:33][CH2:34][F:35])[C:17]([NH:19][C:20]3[CH:32]=[CH:31][C:23]([C:24]([O:26]C(C)(C)C)=[O:25])=[CH:22][CH:21]=3)=[O:18])[C:10](=[O:36])[CH:9]=2)[CH:7]=1.C(O)(C(F)(F)F)=O, predict the reaction product. The product is: [Cl:1][C:2]1[CH:3]=[CH:4][C:5]([C:37]#[N:38])=[C:6]([C:8]2[C:13]([O:14][CH3:15])=[CH:12][N:11]([CH:16]([CH2:33][CH2:34][F:35])[C:17]([NH:19][C:20]3[CH:32]=[CH:31][C:23]([C:24]([OH:26])=[O:25])=[CH:22][CH:21]=3)=[O:18])[C:10](=[O:36])[CH:9]=2)[CH:7]=1. (3) Given the reactants [C:1]1([OH:7])[CH:6]=[CH:5][CH:4]=[CH:3][CH:2]=1.C(=O)([O-])[O-].[Cs+].[Cs+].CC(C)(C(=O)CC(=O)C(C)(C)C)C.[CH2:27]([O:34][C:35]1[CH:62]=[CH:61][C:60](I)=[CH:59][C:36]=1[C:37]([NH:39][C:40]1[CH:52]=[C:51]([C:53]2[CH:58]=[CH:57][CH:56]=[CH:55][CH:54]=2)[CH:50]=[CH:49][C:41]=1[C:42]([O:44][C:45]([CH3:48])([CH3:47])[CH3:46])=[O:43])=[O:38])[C:28]1[CH:33]=[CH:32][CH:31]=[CH:30][CH:29]=1.C(O)(=O)CC(CC(O)=O)(C(O)=O)O, predict the reaction product. The product is: [CH2:27]([O:34][C:35]1[CH:62]=[CH:61][C:60]([O:7][C:1]2[CH:6]=[CH:5][CH:4]=[CH:3][CH:2]=2)=[CH:59][C:36]=1[C:37]([NH:39][C:40]1[CH:52]=[C:51]([C:53]2[CH:58]=[CH:57][CH:56]=[CH:55][CH:54]=2)[CH:50]=[CH:49][C:41]=1[C:42]([O:44][C:45]([CH3:48])([CH3:47])[CH3:46])=[O:43])=[O:38])[C:28]1[CH:33]=[CH:32][CH:31]=[CH:30][CH:29]=1. (4) Given the reactants [NH2:1][C:2]1[N:7]=[C:6]([C:8](OC)=[O:9])[C:5]([O:12][CH3:13])=[N:4][CH:3]=1.[NH3:14], predict the reaction product. The product is: [NH2:1][C:2]1[N:7]=[C:6]([C:8]([NH2:14])=[O:9])[C:5]([O:12][CH3:13])=[N:4][CH:3]=1. (5) Given the reactants [CH3:1][C:2]([Si:5]([C:22]1[CH:27]=[CH:26][CH:25]=[CH:24][CH:23]=1)([C:16]1[CH:21]=[CH:20][CH:19]=[CH:18][CH:17]=1)[O:6][CH2:7][C:8]1[N:12]([CH3:13])[N:11]=[N:10][C:9]=1[CH2:14][OH:15])([CH3:4])[CH3:3].Cl[C:29]1[C:38]2[C:33](=[CH:34][CH:35]=[CH:36][CH:37]=2)[C:32]2=[N:39][N:40]=[C:41]([C:42]3[CH:46]=[C:45]([CH3:47])[O:44][N:43]=3)[N:31]2[N:30]=1, predict the reaction product. The product is: [CH3:4][C:2]([Si:5]([O:6][CH2:7][C:8]1[N:12]([CH3:13])[N:11]=[N:10][C:9]=1[CH2:14][O:15][C:29]1[C:38]2[C:33](=[CH:34][CH:35]=[CH:36][CH:37]=2)[C:32]2=[N:39][N:40]=[C:41]([C:42]3[CH:46]=[C:45]([CH3:47])[O:44][N:43]=3)[N:31]2[N:30]=1)([C:22]1[CH:27]=[CH:26][CH:25]=[CH:24][CH:23]=1)[C:16]1[CH:21]=[CH:20][CH:19]=[CH:18][CH:17]=1)([CH3:1])[CH3:3]. (6) Given the reactants [C:1]([C:3]1[CH:4]=[CH:5][C:6]([O:26][CH3:27])=[C:7]([S:9]([NH:12][CH2:13][CH2:14][C:15]2[CH:20]=[CH:19][C:18]([OH:21])=[CH:17][C:16]=2[O:22][CH2:23][O:24][CH3:25])(=[O:11])=[O:10])[CH:8]=1)#[N:2].[F:28][C:29]([F:42])([F:41])[S:30](O[S:30]([C:29]([F:42])([F:41])[F:28])(=[O:32])=[O:31])(=[O:32])=[O:31], predict the reaction product. The product is: [F:28][C:29]([F:42])([F:41])[S:30]([O:21][C:18]1[CH:19]=[CH:20][C:15]([CH2:14][CH2:13][NH:12][S:9]([C:7]2[CH:8]=[C:3]([C:1]#[N:2])[CH:4]=[CH:5][C:6]=2[O:26][CH3:27])(=[O:10])=[O:11])=[C:16]([O:22][CH2:23][O:24][CH3:25])[CH:17]=1)(=[O:32])=[O:31].